This data is from Forward reaction prediction with 1.9M reactions from USPTO patents (1976-2016). The task is: Predict the product of the given reaction. (1) Given the reactants [CH:1](=[C:4]1[CH2:8][CH2:7][CH2:6][C:5]1=[O:9])[CH2:2][CH3:3].B(F)(F)F.[CH2:14]=[CH:15][C:16](=C)[CH3:17].[C:19]1(C)C=CC=CC=1, predict the reaction product. The product is: [CH2:15]([CH:16]1[C:4]2([C:5](=[O:9])[CH2:6][CH2:7][CH2:8]2)[CH2:1][CH:2]=[C:3]([CH3:19])[CH2:17]1)[CH3:14]. (2) The product is: [NH2:1][C:2]1[C:3]2[C:10]([C:43]3[CH:42]=[C:41]4[C:46](=[CH:45][CH:44]=3)[N:38]([C:36](=[O:37])[CH2:35][C:29]3[CH:30]=[C:31]([F:34])[CH:32]=[CH:33][C:28]=3[F:27])[CH2:39][CH2:40]4)=[CH:9][N:8]([CH2:12][CH2:13][CH:14]3[CH2:19][CH2:18][N:17]([C:20]([O:22][C:23]([CH3:26])([CH3:25])[CH3:24])=[O:21])[CH2:16][CH2:15]3)[C:4]=2[N:5]=[CH:6][N:7]=1. Given the reactants [NH2:1][C:2]1[C:3]2[C:10](Br)=[CH:9][N:8]([CH2:12][CH2:13][CH:14]3[CH2:19][CH2:18][N:17]([C:20]([O:22][C:23]([CH3:26])([CH3:25])[CH3:24])=[O:21])[CH2:16][CH2:15]3)[C:4]=2[N:5]=[CH:6][N:7]=1.[F:27][C:28]1[CH:33]=[CH:32][C:31]([F:34])=[CH:30][C:29]=1[CH2:35][C:36]([N:38]1[C:46]2[C:41](=[CH:42][C:43](B3OC(C)(C)C(C)(C)O3)=[CH:44][CH:45]=2)[CH2:40][CH2:39]1)=[O:37].C([O-])(O)=O.[Na+], predict the reaction product. (3) Given the reactants [CH2:1]([C:7]1CCC(=O)[CH:8]=1)[CH2:2][CH2:3]CC=C.[CH2:13]1[CH2:17][O:16][CH2:15][CH2:14]1.C(C(Br)CCC[O:29][CH2:30][CH2:31][CH2:32][CH:33](Br)[CH2:34][C:35]1[CH:40]=CC=CC=1)C1C=CC=CC=1.C(OC1CCC(=O)C=1)C, predict the reaction product. The product is: [CH2:17]([O:16][CH:15]([CH3:14])[CH2:40][CH2:35][C:34]1[C:30](=[O:29])[CH2:31][CH2:32][CH:33]=1)[C:13]1[CH:8]=[CH:7][CH:1]=[CH:2][CH:3]=1. (4) Given the reactants [N+](=[CH:3][C:4](=[O:16])[CH2:5][C:6]1[CH:11]=[CH:10][C:9]([C:12]([F:15])([F:14])[F:13])=[CH:8][CH:7]=1)=[N-].Cl[O:18][C:19]([CH3:22])(C)C.[CH2:23]([OH:25])[CH3:24], predict the reaction product. The product is: [CH2:23]([O:25][CH:3]([O:18][CH2:19][CH3:22])[C:4](=[O:16])[CH2:5][C:6]1[CH:11]=[CH:10][C:9]([C:12]([F:15])([F:14])[F:13])=[CH:8][CH:7]=1)[CH3:24]. (5) Given the reactants [CH3:1][N:2]1[CH:6]=[CH:5][N:4]=[C:3]1[CH:7]=O.[CH3:9][O:10][C:11](=[O:19])[C:12]1[CH:17]=[CH:16][C:15]([NH2:18])=[CH:14][CH:13]=1.C(O)(=O)C.C([BH3-])#N.[Na+], predict the reaction product. The product is: [CH3:1][N:2]1[CH:6]=[CH:5][N:4]=[C:3]1[CH2:7][NH:18][C:15]1[CH:14]=[CH:13][C:12]([C:11]([O:10][CH3:9])=[O:19])=[CH:17][CH:16]=1. (6) Given the reactants Br[C:2]1[C:3]([O:19][CH2:20][C:21]2[N:22]([CH3:26])[N:23]=[CH:24][N:25]=2)=[N:4][N:5]2[C:10]=1[C:9]([CH3:11])=[N:8][N:7]=[C:6]2[C:12]1[CH:17]=[CH:16][CH:15]=[CH:14][C:13]=1[F:18].[S:27]1[CH:31]=[CH:30][C:29](B(O)O)=[CH:28]1.C(=O)([O-])[O-].[Cs+].[Cs+].C(P(C(C)(C)C)C(C)(C)C)(C)(C)C, predict the reaction product. The product is: [F:18][C:13]1[CH:14]=[CH:15][CH:16]=[CH:17][C:12]=1[C:6]1[N:5]2[N:4]=[C:3]([O:19][CH2:20][C:21]3[N:22]([CH3:26])[N:23]=[CH:24][N:25]=3)[C:2]([C:29]3[CH:30]=[CH:31][S:27][CH:28]=3)=[C:10]2[C:9]([CH3:11])=[N:8][N:7]=1. (7) Given the reactants [CH3:1][C:2]1[CH:25]=[CH:24][C:5]([C:6]([NH:8][CH:9]([NH:14][C:15]([NH:17][C:18]2[CH:19]=[N:20][CH:21]=[CH:22][CH:23]=2)=S)[C:10]([Cl:13])([Cl:12])[Cl:11])=[O:7])=[CH:4][CH:3]=1.[OH:26]O, predict the reaction product. The product is: [CH3:1][C:2]1[CH:25]=[CH:24][C:5]([C:6]([NH:8][CH:9]([NH:14][C:15]([NH:17][C:18]2[CH:19]=[N:20][CH:21]=[CH:22][CH:23]=2)=[O:26])[C:10]([Cl:13])([Cl:12])[Cl:11])=[O:7])=[CH:4][CH:3]=1.